Dataset: Forward reaction prediction with 1.9M reactions from USPTO patents (1976-2016). Task: Predict the product of the given reaction. (1) The product is: [C:8]([O:11][CH2:12][CH2:13][C:14]1[CH:15]=[C:16]2[C:20](=[CH:21][CH:22]=1)[NH:19][CH:18]=[C:17]2[C:30](=[O:31])[CH:32]([NH:39][C:40]1[CH:41]=[N:42][CH:43]=[C:44]([O:46][CH3:47])[CH:45]=1)[C:33]1[CH:34]=[CH:35][CH:36]=[CH:37][CH:38]=1)(=[O:10])[CH3:9]. Given the reactants C(N(CC)CC)C.[C:8]([O:11][CH2:12][CH2:13][C:14]1[CH:15]=[C:16]2[C:20](=[CH:21][CH:22]=1)[N:19](C(OC(C)(C)C)=O)[CH:18]=[C:17]2[CH:30]=[O:31])(=[O:10])[CH3:9].[CH:32](=[N:39][C:40]1[CH:41]=[N:42][CH:43]=[C:44]([O:46][CH3:47])[CH:45]=1)[C:33]1[CH:38]=[CH:37][CH:36]=[CH:35][CH:34]=1, predict the reaction product. (2) Given the reactants [O:1]=[C:2]1[CH:11]=[CH:10][C:9]2[C:4](=[CH:5][N:6]=[CH:7][CH:8]=2)[N:3]1[CH2:12][CH:13]=O.[O:15]1[C:20]2[CH:21]=[CH:22][C:23]([CH2:25][N:26]([CH:34]3[CH2:39][CH2:38][NH:37][CH2:36][CH2:35]3)[C:27](=[O:33])[O:28][C:29]([CH3:32])([CH3:31])[CH3:30])=[CH:24][C:19]=2[O:18][CH2:17][CH2:16]1.C(O)(=O)C.C(O[BH-](OC(=O)C)OC(=O)C)(=O)C.[Na+], predict the reaction product. The product is: [O:15]1[C:20]2[CH:21]=[CH:22][C:23]([CH2:25][N:26]([CH:34]3[CH2:39][CH2:38][N:37]([CH2:13][CH2:12][N:3]4[C:4]5[C:9](=[CH:8][CH:7]=[N:6][CH:5]=5)[CH:10]=[CH:11][C:2]4=[O:1])[CH2:36][CH2:35]3)[C:27](=[O:33])[O:28][C:29]([CH3:32])([CH3:30])[CH3:31])=[CH:24][C:19]=2[O:18][CH2:17][CH2:16]1. (3) Given the reactants [F:1][C:2]1[CH:3]=[C:4]2[C:9](=[CH:10][CH:11]=1)[N:8]=[C:7]([N:12]1[CH2:18][C@@H:17]3[CH2:19][CH2:20][C@@H:14]([CH2:15][N:16]3C3C=CC(OC)=CC=3)[CH2:13]1)[N:6]=[CH:5]2.C(Cl)CCl.C1C=CC2N(O)N=NC=2C=1.C(N(CC)CC)C.[N:50]1[N:51]([C:55]2[CH:63]=[CH:62][C:61]([CH3:64])=[CH:60][C:56]=2[C:57](O)=[O:58])[N:52]=[CH:53][CH:54]=1.C([O-])(O)=O.[Na+], predict the reaction product. The product is: [F:1][C:2]1[CH:3]=[C:4]2[C:9](=[CH:10][CH:11]=1)[N:8]=[C:7]([N:12]1[CH2:18][C@@H:17]3[CH2:19][CH2:20][C@@H:14]([CH2:15][N:16]3[C:57](=[O:58])[C:56]3[CH:60]=[C:61]([CH3:64])[CH:62]=[CH:63][C:55]=3[N:51]3[N:52]=[CH:53][CH:54]=[N:50]3)[CH2:13]1)[N:6]=[CH:5]2. (4) Given the reactants [N+:1]([O-:4])(O)=[O:2].[CH3:5][O:6][C:7]1[CH:8]=[C:9]([CH:33]=[CH:34][C:35]=1[O:36][CH3:37])[C:10]([C:12]1[C:13]([C:28]([O:30][CH2:31][CH3:32])=[O:29])=[N:14][N:15]([CH:17]([O:21][C:22]([O:24][CH:25]([CH3:27])[CH3:26])=[O:23])[CH:18]([CH3:20])[CH3:19])[N:16]=1)=[O:11], predict the reaction product. The product is: [CH3:37][O:36][C:35]1[C:7]([O:6][CH3:5])=[CH:8][C:9]([C:10]([C:12]2[C:13]([C:28]([O:30][CH2:31][CH3:32])=[O:29])=[N:14][N:15]([CH:17]([O:21][C:22]([O:24][CH:25]([CH3:26])[CH3:27])=[O:23])[CH:18]([CH3:20])[CH3:19])[N:16]=2)=[O:11])=[C:33]([N+:1]([O-:4])=[O:2])[CH:34]=1. (5) The product is: [F:19][C:11]1[CH:12]=[CH:13][C:14]([C:15](=[O:16])[CH2:17][NH:6][C:5]2[CH:7]=[CH:8][C:2]([F:1])=[CH:3][CH:4]=2)=[CH:9][CH:10]=1. Given the reactants [F:1][C:2]1[CH:8]=[CH:7][C:5]([NH2:6])=[CH:4][CH:3]=1.[CH:9]1[C:14]([C:15]([CH2:17]Br)=[O:16])=[CH:13][CH:12]=[C:11]([F:19])[CH:10]=1, predict the reaction product. (6) The product is: [CH3:1][N:2]1[CH2:7][CH2:6][N:5]([CH2:8][C:9]2[CH:16]=[CH:15][C:12]([CH:13]=[O:26])=[CH:11][CH:10]=2)[CH2:4][CH2:3]1. Given the reactants [CH3:1][N:2]1[CH2:7][CH2:6][N:5]([CH2:8][C:9]2[CH:16]=[CH:15][C:12]([C:13]#N)=[CH:11][CH:10]=2)[CH2:4][CH2:3]1.CC(C[AlH]CC(C)C)C.[O:26]1CCCC1, predict the reaction product. (7) Given the reactants [Cl:1][C:2]1[CH:3]=[C:4]([N:9]2[CH2:15][CH:14]3[CH:11]([CH2:12][NH:13]3)[CH2:10]2)[CH:5]=[N:6][C:7]=1[Cl:8].Cl, predict the reaction product. The product is: [ClH:1].[Cl:1][C:2]1[CH:3]=[C:4]([N:9]2[CH2:15][C@@H:14]3[C@@H:11]([CH2:12][NH:13]3)[CH2:10]2)[CH:5]=[N:6][C:7]=1[Cl:8].